This data is from Forward reaction prediction with 1.9M reactions from USPTO patents (1976-2016). The task is: Predict the product of the given reaction. Given the reactants Cl[C:2]1[C:3](=[O:24])[C:4](=[O:23])[C:5]=1[NH:6][C:7]1[CH:12]=[CH:11][CH:10]=[C:9]([C:13]([N:15]2[CH2:20][CH2:19][N:18]([CH3:21])[CH2:17][CH2:16]2)=[O:14])[C:8]=1[OH:22].[F:25][C:26]1[CH:32]=[CH:31][C:29]([NH2:30])=[CH:28][CH:27]=1, predict the reaction product. The product is: [OH:22][C:8]1[C:9]([C:13]([N:15]2[CH2:20][CH2:19][N:18]([CH3:21])[CH2:17][CH2:16]2)=[O:14])=[CH:10][CH:11]=[CH:12][C:7]=1[NH:6][C:5]1[C:4](=[O:23])[C:3](=[O:24])[C:2]=1[NH:30][C:29]1[CH:31]=[CH:32][C:26]([F:25])=[CH:27][CH:28]=1.